From a dataset of Full USPTO retrosynthesis dataset with 1.9M reactions from patents (1976-2016). Predict the reactants needed to synthesize the given product. Given the product [S:2]1[C:6]2[CH:7]=[CH:8][CH:9]=[CH:10][C:5]=2[CH:4]=[C:3]1[C:11]([NH:13][C:14]1([C:20]([NH:22][CH:23]2[CH2:28][CH2:27][N:26]([C:31]3[CH:36]=[C:35]([C:37]([F:39])([F:40])[F:38])[CH:34]=[CH:33][C:32]=3[Cl:41])[CH2:25][C:24]2=[O:29])=[O:21])[CH2:19][CH2:18][CH2:17][CH2:16][CH2:15]1)=[O:12], predict the reactants needed to synthesize it. The reactants are: Cl.[S:2]1[C:6]2[CH:7]=[CH:8][CH:9]=[CH:10][C:5]=2[CH:4]=[C:3]1[C:11]([NH:13][C:14]1([C:20]([NH:22][CH:23]2[CH2:28][CH2:27][NH:26][CH2:25][CH:24]2[OH:29])=[O:21])[CH2:19][CH2:18][CH2:17][CH2:16][CH2:15]1)=[O:12].Br[C:31]1[CH:36]=[C:35]([C:37]([F:40])([F:39])[F:38])[CH:34]=[CH:33][C:32]=1[Cl:41].